Dataset: Retrosynthesis with 50K atom-mapped reactions and 10 reaction types from USPTO. Task: Predict the reactants needed to synthesize the given product. (1) Given the product CCc1ccc(CCOCCCCCBr)cc1, predict the reactants needed to synthesize it. The reactants are: BrCCCCCBr.CCc1ccc(CCO)cc1. (2) Given the product O=CCn1c(=O)ccc2ccncc21, predict the reactants needed to synthesize it. The reactants are: O=c1ccc2ccncc2n1CC1OCCO1. (3) Given the product Cc1c(Nc2ccnc3cc(-c4ccc5c(c4)OCO5)oc23)ccc2[nH]ccc12, predict the reactants needed to synthesize it. The reactants are: Cc1c(N)ccc2[nH]ccc12.Clc1ccnc2cc(-c3ccc4c(c3)OCO4)oc12. (4) Given the product CC(C)(C)OC(=O)NC1(C(=O)NCc2ccc(Nc3ccc(F)cc3C#N)cc2)CC1, predict the reactants needed to synthesize it. The reactants are: CC(C)(C)OC(=O)NC1(C(=O)O)CC1.N#Cc1cc(F)ccc1Nc1ccc(CN)cc1. (5) The reactants are: Cc1nn(C)cc1C(=O)O.NC[C@@H]1[C@H]2C[C@H]2CN1C(=O)c1nc(N)sc1-c1cccc(F)c1. Given the product Cc1nn(C)cc1C(=O)NC[C@@H]1[C@H]2C[C@H]2CN1C(=O)c1nc(N)sc1-c1cccc(F)c1, predict the reactants needed to synthesize it. (6) Given the product CCCCC(Oc1ccc(OCC(=O)OCC)c(C)c1)c1cccc(Br)c1, predict the reactants needed to synthesize it. The reactants are: CCCCC(O)c1cccc(Br)c1.CCOC(=O)COc1ccc(O)cc1C. (7) Given the product COC(=O)c1sccc1S(=O)(=O)Nc1ccc(N2CCC(=O)CC2)cc1, predict the reactants needed to synthesize it. The reactants are: COC(=O)c1sccc1S(=O)(=O)Cl.Nc1ccc(N2CCC(=O)CC2)cc1. (8) Given the product CCCCn1c(=O)n(Cc2ccccc2F)c(=O)c2[nH]c(Cc3ccc(NS(=O)(=O)c4c(C)cc(C)cc4C)cc3)nc21, predict the reactants needed to synthesize it. The reactants are: CCCCn1c(=O)n(Cc2ccccc2F)c(=O)c2[nH]c(Cc3ccc(N)cc3)nc21.Cc1cc(C)c(S(=O)(=O)Cl)c(C)c1. (9) The reactants are: CCOC(=O)CCCOc1cccc(CCCCCCOc2cc(Br)cc(OCC)c2)c1CCC(=O)OCC.OB(O)c1cccc(F)c1. Given the product CCOC(=O)CCCOc1cccc(CCCCCCOc2cc(OCC)cc(-c3cccc(F)c3)c2)c1CCC(=O)OCC, predict the reactants needed to synthesize it.